Dataset: Peptide-MHC class II binding affinity with 134,281 pairs from IEDB. Task: Regression. Given a peptide amino acid sequence and an MHC pseudo amino acid sequence, predict their binding affinity value. This is MHC class II binding data. The peptide sequence is DTGHGTVVMQVKVSK. The binding affinity (normalized) is 0.485. The MHC is HLA-DQA10102-DQB10501 with pseudo-sequence HLA-DQA10102-DQB10501.